This data is from Full USPTO retrosynthesis dataset with 1.9M reactions from patents (1976-2016). The task is: Predict the reactants needed to synthesize the given product. (1) Given the product [Br:9][C:5]1[C:6]([F:8])=[CH:7][C:2]([CH:19]=[O:20])=[C:3]([F:10])[CH:4]=1, predict the reactants needed to synthesize it. The reactants are: Br[C:2]1[CH:7]=[C:6]([F:8])[C:5]([Br:9])=[CH:4][C:3]=1[F:10].[Li]CCCC.CN([CH:19]=[O:20])C. (2) Given the product [NH2:23][C:22]([NH:21][CH2:20][C@H:17]1[CH2:16][CH2:15][C@H:14]([NH:13][S:10]([CH:8]([CH3:9])[CH3:7])(=[O:11])=[O:12])[CH2:19][CH2:18]1)=[S:32], predict the reactants needed to synthesize it. The reactants are: C([O-])([O-])=O.[K+].[K+].[CH3:7][CH:8]([S:10]([NH:13][C@H:14]1[CH2:19][CH2:18][C@H:17]([CH2:20][NH:21][C:22](=[S:32])[NH:23]C(=O)C2C=CC=CC=2)[CH2:16][CH2:15]1)(=[O:12])=[O:11])[CH3:9].CO.O.